The task is: Regression. Given two drug SMILES strings and cell line genomic features, predict the synergy score measuring deviation from expected non-interaction effect.. This data is from NCI-60 drug combinations with 297,098 pairs across 59 cell lines. (1) Drug 1: CC(C1=C(C=CC(=C1Cl)F)Cl)OC2=C(N=CC(=C2)C3=CN(N=C3)C4CCNCC4)N. Drug 2: C1CCC(CC1)NC(=O)N(CCCl)N=O. Cell line: A549. Synergy scores: CSS=24.5, Synergy_ZIP=-10.2, Synergy_Bliss=-2.17, Synergy_Loewe=-7.40, Synergy_HSA=-1.66. (2) Drug 1: C1=NC2=C(N1)C(=S)N=C(N2)N. Drug 2: C(CN)CNCCSP(=O)(O)O. Cell line: OVCAR-8. Synergy scores: CSS=25.2, Synergy_ZIP=-0.521, Synergy_Bliss=-0.600, Synergy_Loewe=-33.7, Synergy_HSA=-2.01. (3) Synergy scores: CSS=42.7, Synergy_ZIP=11.3, Synergy_Bliss=8.57, Synergy_Loewe=-9.26, Synergy_HSA=-0.851. Drug 2: CC1=C(N=C(N=C1N)C(CC(=O)N)NCC(C(=O)N)N)C(=O)NC(C(C2=CN=CN2)OC3C(C(C(C(O3)CO)O)O)OC4C(C(C(C(O4)CO)O)OC(=O)N)O)C(=O)NC(C)C(C(C)C(=O)NC(C(C)O)C(=O)NCCC5=NC(=CS5)C6=NC(=CS6)C(=O)NCCC[S+](C)C)O. Cell line: HCT116. Drug 1: CCC1(CC2CC(C3=C(CCN(C2)C1)C4=CC=CC=C4N3)(C5=C(C=C6C(=C5)C78CCN9C7C(C=CC9)(C(C(C8N6C=O)(C(=O)OC)O)OC(=O)C)CC)OC)C(=O)OC)O.OS(=O)(=O)O. (4) Drug 1: COC1=C(C=C2C(=C1)N=CN=C2NC3=CC(=C(C=C3)F)Cl)OCCCN4CCOCC4. Drug 2: C1=C(C(=O)NC(=O)N1)N(CCCl)CCCl. Cell line: SN12C. Synergy scores: CSS=50.4, Synergy_ZIP=-7.25, Synergy_Bliss=-1.24, Synergy_Loewe=1.96, Synergy_HSA=3.59. (5) Drug 1: CCC1(CC2CC(C3=C(CCN(C2)C1)C4=CC=CC=C4N3)(C5=C(C=C6C(=C5)C78CCN9C7C(C=CC9)(C(C(C8N6C)(C(=O)OC)O)OC(=O)C)CC)OC)C(=O)OC)O.OS(=O)(=O)O. Drug 2: CC1C(C(CC(O1)OC2CC(CC3=C2C(=C4C(=C3O)C(=O)C5=C(C4=O)C(=CC=C5)OC)O)(C(=O)CO)O)N)O.Cl. Cell line: SF-268. Synergy scores: CSS=46.6, Synergy_ZIP=-4.08, Synergy_Bliss=-1.65, Synergy_Loewe=0.576, Synergy_HSA=1.83. (6) Drug 1: CC(C1=C(C=CC(=C1Cl)F)Cl)OC2=C(N=CC(=C2)C3=CN(N=C3)C4CCNCC4)N. Drug 2: CCC1(C2=C(COC1=O)C(=O)N3CC4=CC5=C(C=CC(=C5CN(C)C)O)N=C4C3=C2)O.Cl. Cell line: DU-145. Synergy scores: CSS=34.3, Synergy_ZIP=0.373, Synergy_Bliss=0.931, Synergy_Loewe=-21.5, Synergy_HSA=-0.668. (7) Drug 2: B(C(CC(C)C)NC(=O)C(CC1=CC=CC=C1)NC(=O)C2=NC=CN=C2)(O)O. Synergy scores: CSS=-4.66, Synergy_ZIP=0.346, Synergy_Bliss=-4.01, Synergy_Loewe=-8.89, Synergy_HSA=-7.80. Cell line: SF-268. Drug 1: CC(C1=C(C=CC(=C1Cl)F)Cl)OC2=C(N=CC(=C2)C3=CN(N=C3)C4CCNCC4)N. (8) Drug 1: C1CC(=O)NC(=O)C1N2C(=O)C3=CC=CC=C3C2=O. Drug 2: COCCOC1=C(C=C2C(=C1)C(=NC=N2)NC3=CC=CC(=C3)C#C)OCCOC.Cl. Cell line: NCI/ADR-RES. Synergy scores: CSS=-4.00, Synergy_ZIP=-0.0233, Synergy_Bliss=-2.37, Synergy_Loewe=-8.85, Synergy_HSA=-7.80.